Dataset: Catalyst prediction with 721,799 reactions and 888 catalyst types from USPTO. Task: Predict which catalyst facilitates the given reaction. (1) Reactant: [C:1]([O:5][C:6](=[O:17])[C:7]1[CH:12]=[CH:11][C:10](F)=[C:9]([CH:14]=O)[C:8]=1[Br:16])([CH3:4])([CH3:3])[CH3:2].O.[NH2:19][NH2:20]. Product: [C:1]([O:5][C:6]([C:7]1[C:8]([Br:16])=[C:9]2[C:10](=[CH:11][CH:12]=1)[NH:20][N:19]=[CH:14]2)=[O:17])([CH3:4])([CH3:3])[CH3:2]. The catalyst class is: 57. (2) Reactant: O.C(OC([N:9]1[CH2:14][CH2:13][CH:12]([O:15][C:16]2[C:17](Br)=[C:18]3[C:23](=[CH:24][CH:25]=2)[CH:22]=[N:21][CH:20]=[CH:19]3)[CH2:11][CH2:10]1)=O)(C)(C)C.C([O-])([O-])=O.[Cs+].[Cs+].[CH2:33]([B-](F)(F)F)[C:34]1[CH:39]=[CH:38][CH:37]=[CH:36][CH:35]=1.[K+]. Product: [CH2:33]([C:17]1[C:16]([O:15][CH:12]2[CH2:11][CH2:10][NH:9][CH2:14][CH2:13]2)=[CH:25][CH:24]=[C:23]2[C:18]=1[CH:19]=[CH:20][N:21]=[CH:22]2)[C:34]1[CH:39]=[CH:38][CH:37]=[CH:36][CH:35]=1. The catalyst class is: 450. (3) Reactant: [H-].[Na+].[C:3]([C:5]1[CH:6]=[C:7]([C:11]2[NH:12][CH:13]=[CH:14][N:15]=2)[CH:8]=[CH:9][CH:10]=1)#[N:4].Cl[CH2:17][C:18]1[N:19]=[C:20]2[CH:25]=[CH:24][CH:23]=[CH:22][N:21]2[C:26]=1[CH2:27][CH2:28][CH3:29]. Product: [CH2:27]([C:26]1[N:21]2[CH:22]=[CH:23][CH:24]=[CH:25][C:20]2=[N:19][C:18]=1[CH2:17][N:15]1[CH:14]=[CH:13][N:12]=[C:11]1[C:7]1[CH:6]=[C:5]([CH:10]=[CH:9][CH:8]=1)[C:3]#[N:4])[CH2:28][CH3:29]. The catalyst class is: 3.